This data is from Full USPTO retrosynthesis dataset with 1.9M reactions from patents (1976-2016). The task is: Predict the reactants needed to synthesize the given product. (1) Given the product [ClH:1].[CH2:13]([NH:16][C:10]1[C:9]2[C:4](=[CH:5][CH:6]=[CH:7][CH:8]=2)[N:3]=[C:2]([N:19]2[C:18]([CH3:17])=[CH:22][C:21]([CH3:23])=[N:20]2)[N:11]=1)[CH:14]=[CH2:15], predict the reactants needed to synthesize it. The reactants are: [Cl:1][C:2]1[N:11]=[C:10](Cl)[C:9]2[C:4](=[CH:5][CH:6]=[CH:7][CH:8]=2)[N:3]=1.[CH2:13]([NH2:16])[CH:14]=[CH2:15].[CH3:17][C:18]1[CH:22]=[C:21]([CH3:23])[NH:20][N:19]=1. (2) The reactants are: [F:1][C:2]1[CH:22]=[CH:21][C:5]([CH2:6][CH:7]2[CH2:16][C:15]3[C:10](=[CH:11][CH:12]=[CH:13][CH:14]=3)[CH2:9][N:8]2[CH2:17][CH2:18][CH2:19][NH2:20])=[CH:4][CH:3]=1.[C:23]([C:25]1[CH:26]=[C:27]([N:31]=[C:32]=[O:33])[CH:28]=[CH:29][CH:30]=1)#[N:24]. Given the product [C:23]([C:25]1[CH:26]=[C:27]([NH:31][C:32]([NH:20][CH2:19][CH2:18][CH2:17][N:8]2[CH:7]([CH2:6][C:5]3[CH:21]=[CH:22][C:2]([F:1])=[CH:3][CH:4]=3)[CH2:16][C:15]3[C:10](=[CH:11][CH:12]=[CH:13][CH:14]=3)[CH2:9]2)=[O:33])[CH:28]=[CH:29][CH:30]=1)#[N:24], predict the reactants needed to synthesize it. (3) The reactants are: C([O:5][C:6](=[O:27])[C@H:7]([NH:12][S:13]([CH2:16][C:17]1[CH:26]=[CH:25][C:24]2[C:19](=[CH:20][CH:21]=[CH:22][CH:23]=2)[CH:18]=1)(=[O:15])=[O:14])[CH2:8][CH:9]([CH3:11])[CH3:10])(C)(C)C. Given the product [CH3:10][CH:9]([CH3:11])[CH2:8][C@@H:7]([NH:12][S:13]([CH2:16][C:17]1[CH:26]=[CH:25][C:24]2[C:19](=[CH:20][CH:21]=[CH:22][CH:23]=2)[CH:18]=1)(=[O:14])=[O:15])[C:6]([OH:27])=[O:5], predict the reactants needed to synthesize it. (4) Given the product [Si:1]([O:37][C@H:34]1[CH2:35][CH2:36][N:32]([CH2:31][C:30]2[C:21]([CH:20]([O:39][CH3:40])[O:19][CH3:18])=[N:22][C:23]3[NH:24][CH2:25][CH2:26][CH2:27][C:28]=3[CH:29]=2)[C:33]1=[O:38])([C:4]([CH3:7])([CH3:6])[CH3:5])([CH3:3])[CH3:2], predict the reactants needed to synthesize it. The reactants are: [Si:1](Cl)([C:4]([CH3:7])([CH3:6])[CH3:5])([CH3:3])[CH3:2].CCN(C(C)C)C(C)C.[CH3:18][O:19][CH:20]([O:39][CH3:40])[C:21]1[C:30]([CH2:31][N:32]2[CH2:36][CH2:35][C@H:34]([OH:37])[C:33]2=[O:38])=[CH:29][C:28]2[CH2:27][CH2:26][CH2:25][NH:24][C:23]=2[N:22]=1. (5) Given the product [CH3:66][O:65][C:60]1[CH:61]=[CH:62][C:63]2[C:47](=[CH2:48])[CH2:46][N:49]([C:50](=[O:55])[C:51]([F:54])([F:53])[F:52])[CH2:56][CH2:57][C:58]=2[N:59]=1, predict the reactants needed to synthesize it. The reactants are: BrC1C(CCOS(C)(=O)=O)=NC(OC)=CC=1.C(N)C=C.CCN(CC)CC.C(OC(C(F)(F)F)=O)(C(F)(F)F)=O.C([O-])(O)=O.[Na+].[CH2:46]([N:49]([CH2:56][CH2:57][C:58]1[C:63](Br)=[CH:62][CH:61]=[C:60]([O:65][CH3:66])[N:59]=1)[C:50](=[O:55])[C:51]([F:54])([F:53])[F:52])[CH:47]=[CH2:48].CC([O-])=O.[Na+].